Dataset: NCI-60 drug combinations with 297,098 pairs across 59 cell lines. Task: Regression. Given two drug SMILES strings and cell line genomic features, predict the synergy score measuring deviation from expected non-interaction effect. (1) Drug 1: C1CN1P(=S)(N2CC2)N3CC3. Drug 2: C1=NC2=C(N=C(N=C2N1C3C(C(C(O3)CO)O)F)Cl)N. Cell line: SW-620. Synergy scores: CSS=12.5, Synergy_ZIP=-2.35, Synergy_Bliss=2.14, Synergy_Loewe=0.409, Synergy_HSA=0.915. (2) Drug 1: C1=CN(C(=O)N=C1N)C2C(C(C(O2)CO)O)O.Cl. Drug 2: CCC1(CC2CC(C3=C(CCN(C2)C1)C4=CC=CC=C4N3)(C5=C(C=C6C(=C5)C78CCN9C7C(C=CC9)(C(C(C8N6C=O)(C(=O)OC)O)OC(=O)C)CC)OC)C(=O)OC)O.OS(=O)(=O)O. Cell line: HT29. Synergy scores: CSS=49.7, Synergy_ZIP=-5.41, Synergy_Bliss=0.0372, Synergy_Loewe=-13.3, Synergy_HSA=-1.57. (3) Drug 1: CC1=C2C(C(=O)C3(C(CC4C(C3C(C(C2(C)C)(CC1OC(=O)C(C(C5=CC=CC=C5)NC(=O)OC(C)(C)C)O)O)OC(=O)C6=CC=CC=C6)(CO4)OC(=O)C)OC)C)OC. Drug 2: CN(CC1=CN=C2C(=N1)C(=NC(=N2)N)N)C3=CC=C(C=C3)C(=O)NC(CCC(=O)O)C(=O)O. Cell line: OVCAR3. Synergy scores: CSS=61.4, Synergy_ZIP=-0.615, Synergy_Bliss=0.170, Synergy_Loewe=-9.02, Synergy_HSA=4.43. (4) Drug 1: C(=O)(N)NO. Drug 2: C#CCC(CC1=CN=C2C(=N1)C(=NC(=N2)N)N)C3=CC=C(C=C3)C(=O)NC(CCC(=O)O)C(=O)O. Cell line: RPMI-8226. Synergy scores: CSS=17.0, Synergy_ZIP=-7.17, Synergy_Bliss=0.0891, Synergy_Loewe=0.199, Synergy_HSA=0.0920. (5) Drug 1: C1=CC=C(C(=C1)C(C2=CC=C(C=C2)Cl)C(Cl)Cl)Cl. Drug 2: CC1=C(C(=O)C2=C(C1=O)N3CC4C(C3(C2COC(=O)N)OC)N4)N. Cell line: OVCAR-5. Synergy scores: CSS=35.5, Synergy_ZIP=-6.49, Synergy_Bliss=-0.498, Synergy_Loewe=-30.2, Synergy_HSA=2.90. (6) Drug 1: CS(=O)(=O)C1=CC(=C(C=C1)C(=O)NC2=CC(=C(C=C2)Cl)C3=CC=CC=N3)Cl. Drug 2: C1=CC(=CC=C1CCC2=CNC3=C2C(=O)NC(=N3)N)C(=O)NC(CCC(=O)O)C(=O)O. Cell line: LOX IMVI. Synergy scores: CSS=38.1, Synergy_ZIP=-1.39, Synergy_Bliss=-5.93, Synergy_Loewe=-35.7, Synergy_HSA=-4.42. (7) Drug 2: C(CN)CNCCSP(=O)(O)O. Synergy scores: CSS=22.9, Synergy_ZIP=0.0529, Synergy_Bliss=-1.66, Synergy_Loewe=-19.9, Synergy_HSA=-2.01. Cell line: A498. Drug 1: CC1=C2C(C(=O)C3(C(CC4C(C3C(C(C2(C)C)(CC1OC(=O)C(C(C5=CC=CC=C5)NC(=O)OC(C)(C)C)O)O)OC(=O)C6=CC=CC=C6)(CO4)OC(=O)C)OC)C)OC. (8) Drug 1: CS(=O)(=O)C1=CC(=C(C=C1)C(=O)NC2=CC(=C(C=C2)Cl)C3=CC=CC=N3)Cl. Drug 2: C(=O)(N)NO. Cell line: BT-549. Synergy scores: CSS=17.3, Synergy_ZIP=-4.57, Synergy_Bliss=-0.0801, Synergy_Loewe=-0.584, Synergy_HSA=-0.237. (9) Drug 1: C1CC(C1)(C(=O)O)C(=O)O.[NH2-].[NH2-].[Pt+2]. Drug 2: CC1C(C(CC(O1)OC2CC(CC3=C2C(=C4C(=C3O)C(=O)C5=C(C4=O)C(=CC=C5)OC)O)(C(=O)CO)O)N)O.Cl. Cell line: NCI-H522. Synergy scores: CSS=48.5, Synergy_ZIP=-4.30, Synergy_Bliss=1.86, Synergy_Loewe=-2.09, Synergy_HSA=4.32.